From a dataset of Catalyst prediction with 721,799 reactions and 888 catalyst types from USPTO. Predict which catalyst facilitates the given reaction. (1) Reactant: [NH:1]1[C:9]2[C:4](=[N:5][CH:6]=[CH:7][CH:8]=2)[C:3]([C:10]([OH:12])=O)=[CH:2]1.Cl.[NH2:14][C@H:15]1[CH2:20][CH2:19][CH2:18][CH2:17][C@@H:16]1[OH:21].F[P-](F)(F)(F)(F)F.N1(O[P+](N(C)C)(N(C)C)N(C)C)C2C=CC=CC=2N=N1.C(N(CC)CC)C. Product: [OH:21][C@H:16]1[CH2:17][CH2:18][CH2:19][CH2:20][C@@H:15]1[NH:14][C:10]([C:3]1[C:4]2=[N:5][CH:6]=[CH:7][CH:8]=[C:9]2[NH:1][CH:2]=1)=[O:12]. The catalyst class is: 4. (2) Reactant: [NH2:1][C:2]1[C:7]2=[CH:8][CH:9]=[C:10]([C@@H:11]3[O:15][C@@:14]([CH2:18][OH:19])([C:16]#[N:17])[C@@H:13]([O:20][Si](C(C)(C)C)(C)C)[CH2:12]3)[N:6]2[N:5]=[CH:4][N:3]=1.CCCC[N+](CCCC)(CCCC)CCCC.[F-]. Product: [NH2:1][C:2]1[C:7]2=[CH:8][CH:9]=[C:10]([C@@H:11]3[O:15][C@@:14]([CH2:18][OH:19])([C:16]#[N:17])[C@@H:13]([OH:20])[CH2:12]3)[N:6]2[N:5]=[CH:4][N:3]=1. The catalyst class is: 1. (3) Reactant: [Cl:1][C:2]1[CH:3]=[C:4]([C:24]2[CH:29]=[CH:28][C:27]([C:30](O)=[O:31])=[CH:26][CH:25]=2)[CH:5]=[C:6]([Cl:23])[C:7]=1[CH2:8][C@@H:9]1[CH2:13][CH2:12][N:11]([C@H:14]2[CH2:19][CH2:18][C@H:17]([O:20][CH3:21])[CH2:16][CH2:15]2)[C:10]1=[O:22].Cl.CN(C)CCCN=C=NCC.CN1CCOCC1.OC1C2N=NNC=2C=CC=1.Cl.[F:63][C:64]([F:72])([F:71])[CH:65]1[CH2:70][CH2:69][NH:68][CH2:67][CH2:66]1. Product: [Cl:23][C:6]1[CH:5]=[C:4]([C:24]2[CH:29]=[CH:28][C:27]([C:30]([N:68]3[CH2:69][CH2:70][CH:65]([C:64]([F:72])([F:71])[F:63])[CH2:66][CH2:67]3)=[O:31])=[CH:26][CH:25]=2)[CH:3]=[C:2]([Cl:1])[C:7]=1[CH2:8][C@@H:9]1[CH2:13][CH2:12][N:11]([C@H:14]2[CH2:19][CH2:18][C@H:17]([O:20][CH3:21])[CH2:16][CH2:15]2)[C:10]1=[O:22]. The catalyst class is: 2. (4) Product: [CH2:41]([O:40][C:38]([O:37][C@@H:26]1[C@H:25]([O:48][C:49]([O:51][CH2:52][C:53]2[CH:58]=[CH:57][CH:56]=[CH:55][CH:54]=2)=[O:50])[C@@H:24]([CH2:23][OH:22])[O:28][C@H:27]1[N:29]1[CH:36]=[CH:35][C:33](=[O:34])[NH:32][C:30]1=[O:31])=[O:39])[C:42]1[CH:47]=[CH:46][CH:45]=[CH:44][CH:43]=1. Reactant: COC1C=CC(C([O:22][CH2:23][C@H:24]2[O:28][C@@H:27]([N:29]3[CH:36]=[CH:35][C:33](=[O:34])[NH:32][C:30]3=[O:31])[C@H:26]([O:37][C:38]([O:40][CH2:41][C:42]3[CH:47]=[CH:46][CH:45]=[CH:44][CH:43]=3)=[O:39])[C@@H:25]2[O:48][C:49]([O:51][CH2:52][C:53]2[CH:58]=[CH:57][CH:56]=[CH:55][CH:54]=2)=[O:50])(C2C=CC=CC=2)C2C=CC(OC)=CC=2)=CC=1. The catalyst class is: 4.